This data is from Full USPTO retrosynthesis dataset with 1.9M reactions from patents (1976-2016). The task is: Predict the reactants needed to synthesize the given product. (1) Given the product [CH3:1][O:2][C:3](=[O:24])[C:4]1[CH:9]=[CH:8][C:7]([NH:10][CH:11]2[CH2:16][CH2:15][CH2:14][CH2:13][CH:12]2[C:17]([F:20])([F:18])[F:19])=[C:6]([NH2:21])[CH:5]=1, predict the reactants needed to synthesize it. The reactants are: [CH3:1][O:2][C:3](=[O:24])[C:4]1[CH:9]=[CH:8][C:7]([NH:10][CH:11]2[CH2:16][CH2:15][CH2:14][CH2:13][CH:12]2[C:17]([F:20])([F:19])[F:18])=[C:6]([N+:21]([O-])=O)[CH:5]=1. (2) Given the product [CH2:26]([N:19]1[C:20]2[C:25](=[CH:24][CH:23]=[CH:22][CH:21]=2)[C:17]([C:15]2[O:14][N:2]=[C:9]([CH2:8][N:6]([CH3:7])[CH3:5])[N:10]=2)=[N:18]1)[C:27]1[CH:32]=[CH:31][CH:30]=[CH:29][CH:28]=1, predict the reactants needed to synthesize it. The reactants are: Cl.[NH2:2]O.[Na].[CH3:5][N:6]([CH2:8][C:9]#[N:10])[CH3:7].[H-].[Na+].C[O:14][C:15]([C:17]1[C:25]2[C:20](=[CH:21][CH:22]=[CH:23][CH:24]=2)[N:19]([CH2:26][C:27]2[CH:32]=[CH:31][CH:30]=[CH:29][CH:28]=2)[N:18]=1)=O. (3) Given the product [CH2:1]([N:8]1[CH2:13][CH2:12][C:11]2[C:14]3[CH:19]=[CH:18][CH:17]=[CH:16][C:15]=3[O:22][C:10]=2[CH2:9]1)[C:2]1[CH:3]=[CH:4][CH:5]=[CH:6][CH:7]=1, predict the reactants needed to synthesize it. The reactants are: [CH2:1]([N:8]1[CH2:13][CH2:12][CH:11]([C:14]2[CH:19]=[CH:18][CH:17]=[CH:16][C:15]=2OC)[C:10](=[O:22])[CH2:9]1)[C:2]1[CH:7]=[CH:6][CH:5]=[CH:4][CH:3]=1.Br.[OH-].[NH4+].